From a dataset of Catalyst prediction with 721,799 reactions and 888 catalyst types from USPTO. Predict which catalyst facilitates the given reaction. (1) Reactant: [CH3:1][O:2][C:3](=[O:14])[C:4]1[CH:9]=[CH:8][C:7](F)=[CH:6][C:5]=1[N+:11]([O-:13])=[O:12].Cl.[CH3:16][NH:17][CH3:18].C(=O)([O-])[O-].[K+].[K+]. Product: [CH3:1][O:2][C:3](=[O:14])[C:4]1[CH:9]=[CH:8][C:7]([N:17]([CH3:18])[CH3:16])=[CH:6][C:5]=1[N+:11]([O-:13])=[O:12]. The catalyst class is: 16. (2) Reactant: CC(OC(/N=N/C(OC(C)C)=O)=O)C.[NH2:15][C:16]1[N:20]([C:21]2[CH:22]=[C:23]([OH:27])[CH:24]=[CH:25][CH:26]=2)[N:19]=[C:18]([C:28]([CH3:31])([CH3:30])[CH3:29])[CH:17]=1.[CH3:32][N:33]([CH3:37])[CH2:34][CH2:35]O.C1(P(C2C=CC=CC=2)C2C=CC=CC=2)C=CC=CC=1. Product: [C:28]([C:18]1[CH:17]=[C:16]([NH2:15])[N:20]([C:21]2[CH:26]=[CH:25][CH:24]=[C:23]([O:27][CH2:35][CH2:34][N:33]([CH3:37])[CH3:32])[CH:22]=2)[N:19]=1)([CH3:31])([CH3:30])[CH3:29]. The catalyst class is: 1. (3) Reactant: [Cl:1][C:2]1[CH:3]=[CH:4][C:5]([S:9][CH2:10][C:11]2[N:16]=[CH:15][CH:14]=[CH:13][N:12]=2)=[C:6]([CH:8]=1)[NH2:7].[O:17]1[C:21]2[CH:22]=[CH:23][CH:24]=[CH:25][C:20]=2[CH:19]=[C:18]1[S:26](Cl)(=[O:28])=[O:27]. Product: [Cl:1][C:2]1[CH:3]=[CH:4][C:5]([S:9][CH2:10][C:11]2[N:12]=[CH:13][CH:14]=[CH:15][N:16]=2)=[C:6]([NH:7][S:26]([C:18]2[O:17][C:21]3[CH:22]=[CH:23][CH:24]=[CH:25][C:20]=3[CH:19]=2)(=[O:27])=[O:28])[CH:8]=1. The catalyst class is: 17. (4) Reactant: [CH3:1][O:2][CH2:3][C:4]([C:6]1[CH:11]=[CH:10][C:9]([N:12]2[CH:16]=[CH:15][CH:14]=[N:13]2)=[CH:8][CH:7]=1)=O.Cl.NO.C([N:22](CC)CC)C. Product: [CH3:1][O:2][CH2:3][CH:4]([C:6]1[CH:11]=[CH:10][C:9]([N:12]2[CH:16]=[CH:15][CH:14]=[N:13]2)=[CH:8][CH:7]=1)[NH2:22]. The catalyst class is: 8. (5) Reactant: [CH3:1][O:2][C:3](=[O:15])[C:4]1[CH:9]=[CH:8][C:7]([CH3:10])=[CH:6][C:5]=1[O:11][CH:12]([CH3:14])[CH3:13].C(OOC(=O)C1C=CC=CC=1)(=O)C1C=CC=CC=1.C1C(=O)N([Br:41])C(=O)C1. Product: [CH3:1][O:2][C:3](=[O:15])[C:4]1[CH:9]=[CH:8][C:7]([CH2:10][Br:41])=[CH:6][C:5]=1[O:11][CH:12]([CH3:13])[CH3:14]. The catalyst class is: 53. (6) Reactant: [F:1][C:2]([F:21])([F:20])[CH2:3][CH2:4][NH:5][C:6](=[O:19])[C:7]1[CH:12]=[C:11]([N+:13]([O-:15])=[O:14])[C:10]([NH:16][CH3:17])=[CH:9][C:8]=1Cl.[F:22][C:23]([F:31])([F:30])[CH:24]1[CH2:29][CH2:28][NH:27][CH2:26][CH2:25]1.Cl.CCN(C(C)C)C(C)C. Product: [F:1][C:2]([F:21])([F:20])[CH2:3][CH2:4][NH:5][C:6](=[O:19])[C:7]1[CH:12]=[C:11]([N+:13]([O-:15])=[O:14])[C:10]([NH:16][CH3:17])=[CH:9][C:8]=1[N:27]1[CH2:28][CH2:29][CH:24]([C:23]([F:31])([F:30])[F:22])[CH2:25][CH2:26]1. The catalyst class is: 23. (7) Reactant: [Cl:1][C:2]1[CH:7]=[CH:6][C:5]([CH:8]([NH:19][C:20]2[CH:25]=[CH:24][C:23](=[O:26])[N:22]([CH3:27])[N:21]=2)[C:9]2[C:10]([C:16]([OH:18])=O)=[N:11][N:12]([CH3:15])[C:13]=2[CH3:14])=[CH:4][CH:3]=1. Product: [Cl:1][C:2]1[CH:7]=[CH:6][C:5]([CH:8]2[C:9]3[C:10](=[N:11][N:12]([CH3:15])[C:13]=3[CH3:14])[C:16](=[O:18])[N:19]2[C:20]2[CH:25]=[CH:24][C:23](=[O:26])[N:22]([CH3:27])[N:21]=2)=[CH:4][CH:3]=1. The catalyst class is: 61. (8) Reactant: C([N:8]([C@@H](C1C=CC=CC=1)C)[C@@H:9]1[CH2:13][CH2:12][CH2:11][C@:10]1([OH:18])[C:14]([O:16][CH3:17])=[O:15])C1C=CC=CC=1.C(O)=O. Product: [NH2:8][C@@H:9]1[CH2:13][CH2:12][CH2:11][C@:10]1([OH:18])[C:14]([O:16][CH3:17])=[O:15]. The catalyst class is: 19.